This data is from Full USPTO retrosynthesis dataset with 1.9M reactions from patents (1976-2016). The task is: Predict the reactants needed to synthesize the given product. Given the product [I:1][C:2]1[CH:3]=[CH:4][CH:5]=[C:6]2[C:11]=1[NH:10][C:9](=[O:12])[N:8]([CH2:13][CH2:14][CH2:15][S:21]([CH3:25])(=[O:23])=[O:20])[C:7]2=[O:18], predict the reactants needed to synthesize it. The reactants are: [I:1][C:2]1[CH:3]=[CH:4][CH:5]=[C:6]2[C:11]=1[NH:10][C:9](=[O:12])[N:8]([CH2:13][CH2:14][CH2:15]SC)[C:7]2=[O:18].O[O:20][S:21]([O-:23])=O.[K+].[CH3:25]O.